From a dataset of Catalyst prediction with 721,799 reactions and 888 catalyst types from USPTO. Predict which catalyst facilitates the given reaction. (1) Reactant: [Si:1]([O:8][C@H:9]1[CH2:32][CH2:31][C@@:30]2([CH3:33])[C@@H:11]([CH2:12][CH2:13][C:14]3[C:15]4[C@:26]([CH3:34])([CH2:27][CH2:28][C:29]=32)[C@@H:18]([C@H:19]([CH3:25])[CH2:20][CH2:21][C:22](O)=O)[CH2:17][CH:16]=4)[C:10]1([CH3:36])[CH3:35])([C:4]([CH3:7])([CH3:6])[CH3:5])([CH3:3])[CH3:2].[NH3:37].[H-].[Al+3].[Li+].[H-].[H-].[H-]. Product: [Si:1]([O:8][C@H:9]1[CH2:32][CH2:31][C@@:30]2([CH3:33])[C@@H:11]([CH2:12][CH2:13][C:14]3[C:15]4[C@:26]([CH3:34])([CH2:27][CH2:28][C:29]=32)[C@@H:18]([C@H:19]([CH3:25])[CH2:20][CH2:21][CH2:22][NH2:37])[CH2:17][CH:16]=4)[C:10]1([CH3:36])[CH3:35])([C:4]([CH3:7])([CH3:6])[CH3:5])([CH3:3])[CH3:2]. The catalyst class is: 1. (2) Reactant: [Cl:1][C:2]1[CH:7]=[CH:6][CH:5]=[C:4]([Cl:8])[C:3]=1[CH2:9][S:10]([C:13]1[CH:14]=[C:15]2[C:19](=[CH:20][CH:21]=1)[NH:18][C:17](=[O:22])/[C:16]/2=[CH:23]\[C:24]1[NH:28][C:27]([CH3:29])=[C:26]([C:30]([OH:32])=O)[C:25]=1[CH3:33])(=[O:12])=[O:11].[CH:34]1([N:37]([CH3:44])[CH2:38][C@@H:39]2[CH2:43][CH2:42][CH2:41][NH:40]2)[CH2:36][CH2:35]1.C1C=CC2N(O)N=NC=2C=1.CCN=C=NCCCN(C)C. Product: [CH:34]1([N:37]([CH2:38][C@@H:39]2[CH2:43][CH2:42][CH2:41][N:40]2[C:30]([C:26]2[C:25]([CH3:33])=[C:24](/[CH:23]=[C:16]3\[C:17](=[O:22])[NH:18][C:19]4[C:15]\3=[CH:14][C:13]([S:10]([CH2:9][C:3]3[C:4]([Cl:8])=[CH:5][CH:6]=[CH:7][C:2]=3[Cl:1])(=[O:11])=[O:12])=[CH:21][CH:20]=4)[NH:28][C:27]=2[CH3:29])=[O:32])[CH3:44])[CH2:35][CH2:36]1. The catalyst class is: 3. (3) Reactant: [Cl:1][C:2]1[CH:7]=[C:6]([O:8][CH2:9][CH:10]=[C:11]([Cl:13])[Cl:12])[CH:5]=[C:4]([Cl:14])[C:3]=1[CH2:15]O.C1(P(C2C=CC=CC=2)C2C=CC=CC=2)C=CC=CC=1.[Br:36]C(Br)(Br)Br.C(=O)([O-])O.[Na+]. Product: [Br:36][CH2:15][C:3]1[C:2]([Cl:1])=[CH:7][C:6]([O:8][CH2:9][CH:10]=[C:11]([Cl:13])[Cl:12])=[CH:5][C:4]=1[Cl:14]. The catalyst class is: 35. (4) Reactant: [OH:1][C:2]1[CH:3]=[C:4]2[C:9](=[CH:10][CH:11]=1)[C:8](=[O:12])[CH2:7][CH2:6][CH2:5]2.[F:13][C:14]([F:19])([F:18])[CH2:15][CH2:16]O.C1(P(C2C=CC=CC=2)C2C=CC=CC=2)C=CC=CC=1.CC(OC(/N=N/C(OC(C)C)=O)=O)C. Product: [F:13][C:14]([F:19])([F:18])[CH2:15][CH2:16][O:1][C:2]1[CH:3]=[C:4]2[C:9](=[CH:10][CH:11]=1)[C:8](=[O:12])[CH2:7][CH2:6][CH2:5]2. The catalyst class is: 49. (5) Reactant: Br[C:2]1[CH:3]=[C:4]2[C:10]([C:11]3[CH:16]=[CH:15][C:14]([CH2:17][N:18]4[CH2:23]CN(C)CC4)=[CH:13][CH:12]=3)=[CH:9][N:8]([S:25]([C:28]3[CH:33]=[CH:32][C:31]([CH3:34])=[CH:30][CH:29]=3)(=[O:27])=[O:26])[C:5]2=[N:6][CH:7]=1.[CH:35]([C:37]1[CH:42]=[CH:41][C:40](B(O)O)=[CH:39][CH:38]=1)=[O:36].C(=O)([O-])[O-].[Na+].[Na+]. Product: [NH:18]1[C:23]2[C:13](=[CH:12][C:11]([C:10]3[C:4]4[C:5](=[N:6][CH:7]=[C:2]([C:40]5[CH:41]=[CH:42][C:37]([CH:35]=[O:36])=[CH:38][CH:39]=5)[CH:3]=4)[N:8]([S:25]([C:28]4[CH:29]=[CH:30][C:31]([CH3:34])=[CH:32][CH:33]=4)(=[O:26])=[O:27])[CH:9]=3)=[CH:16][CH:15]=2)[CH:14]=[CH:17]1. The catalyst class is: 10. (6) The catalyst class is: 1. Reactant: [CH2:1]([Li])[CH2:2]CC.[C:6]([C:9]1[N:24]=[CH:23][C:12]2[N:13]([CH:20]([CH3:22])[CH3:21])[C:14]3[C:19]([C:11]=2[CH:10]=1)=[CH:18][CH:17]=[CH:16][CH:15]=3)([OH:8])=[O:7].CC1(C)CCCC(C)(C)N1.CI. Product: [C:6]([C:9]1[N:24]=[CH:23][C:12]2[N:13]([CH:20]([CH3:21])[CH3:22])[C:14]3[C:19]([C:11]=2[C:10]=1[CH2:1][CH3:2])=[CH:18][CH:17]=[CH:16][CH:15]=3)([OH:8])=[O:7]. (7) Reactant: [O:1]1[C:10]2[C:5](=[CH:6][C:7]([C:11]3[C:16]([CH:17]4[CH2:19][CH2:18]4)=[CH:15][C:14]([N:20]([CH3:22])[CH3:21])=[C:13]([CH3:23])[C:12]=3[CH:24]([O:29][CH:30]3[CH2:32][CH2:31]3)[C:25]([O:27]C)=[O:26])=[CH:8][CH:9]=2)[CH2:4][CH2:3][CH2:2]1.[OH-].[Na+]. Product: [O:1]1[C:10]2[C:5](=[CH:6][C:7]([C:11]3[C:16]([CH:17]4[CH2:18][CH2:19]4)=[CH:15][C:14]([N:20]([CH3:22])[CH3:21])=[C:13]([CH3:23])[C:12]=3[CH:24]([O:29][CH:30]3[CH2:31][CH2:32]3)[C:25]([OH:27])=[O:26])=[CH:8][CH:9]=2)[CH2:4][CH2:3][CH2:2]1. The catalyst class is: 199. (8) Reactant: [CH:1]1([C:4]2[O:5][C:6]([C:9]3[CH:10]=[C:11]4[C:15](=[CH:16][CH:17]=3)[N:14]([S:18]([C:21]3[CH:27]=[CH:26][C:24]([CH3:25])=[CH:23][CH:22]=3)(=[O:20])=[O:19])[CH:13]=[C:12]4I)=[N:7][N:8]=2)[CH2:3][CH2:2]1.[B:29]1([B:29]2[O:33][C:32]([CH3:35])([CH3:34])[C:31]([CH3:37])([CH3:36])[O:30]2)[O:33][C:32]([CH3:35])([CH3:34])[C:31]([CH3:37])([CH3:36])[O:30]1.C([O-])(=O)C.[K+].C(Cl)Cl. Product: [CH:1]1([C:4]2[O:5][C:6]([C:9]3[CH:10]=[C:11]4[C:15](=[CH:16][CH:17]=3)[N:14]([S:18]([C:21]3[CH:27]=[CH:26][C:24]([CH3:25])=[CH:23][CH:22]=3)(=[O:20])=[O:19])[CH:13]=[C:12]4[B:29]3[O:33][C:32]([CH3:35])([CH3:34])[C:31]([CH3:37])([CH3:36])[O:30]3)=[N:7][N:8]=2)[CH2:3][CH2:2]1. The catalyst class is: 140. (9) Reactant: C([O:3][C:4](=[O:23])[CH:5]([C:12]1[CH:17]=[CH:16][C:15]([S:18]([CH2:21][CH3:22])(=[O:20])=[O:19])=[CH:14][CH:13]=1)[CH2:6][CH:7]1[CH2:11][CH2:10][CH2:9][CH2:8]1)C.[OH-].[Li+]. Product: [CH:7]1([CH2:6][CH:5]([C:12]2[CH:17]=[CH:16][C:15]([S:18]([CH2:21][CH3:22])(=[O:20])=[O:19])=[CH:14][CH:13]=2)[C:4]([OH:23])=[O:3])[CH2:11][CH2:10][CH2:9][CH2:8]1. The catalyst class is: 7. (10) Reactant: CO.O.[OH-].[Li+].[CH3:6][O:7][C:8]1[CH:9]=[C:10]([CH:15]=[CH:16][C:17]=1[C:18]1[CH:23]=[CH:22][CH:21]=[CH:20][N:19]=1)[C:11]([O:13]C)=[O:12].Cl. Product: [CH3:6][O:7][C:8]1[CH:9]=[C:10]([CH:15]=[CH:16][C:17]=1[C:18]1[CH:23]=[CH:22][CH:21]=[CH:20][N:19]=1)[C:11]([OH:13])=[O:12]. The catalyst class is: 6.